Predict the reactants needed to synthesize the given product. From a dataset of Full USPTO retrosynthesis dataset with 1.9M reactions from patents (1976-2016). (1) Given the product [CH2:28]([NH:27][C:24]1[N:25]=[CH:26][C:15]2[C:14](=[O:30])[N:13]([C:9]3[CH:10]=[CH:11][CH:12]=[C:7]([C:6]4[O:3][C:1]([CH3:2])=[N:4][N:5]=4)[CH:8]=3)[CH2:22][CH:21]3[N:17]([CH2:18][CH2:19][CH2:20]3)[C:16]=2[N:23]=1)[CH3:29], predict the reactants needed to synthesize it. The reactants are: [C:1]([NH:4][NH:5][C:6](=O)[C:7]1[CH:12]=[CH:11][CH:10]=[C:9]([N:13]2[CH2:22][CH:21]3[N:17]([CH2:18][CH2:19][CH2:20]3)[C:16]3[N:23]=[C:24]([NH:27][CH2:28][CH3:29])[N:25]=[CH:26][C:15]=3[C:14]2=[O:30])[CH:8]=1)(=[O:3])[CH3:2].ClC(Cl)(Cl)C#N.C1(P(C2C=CC=CC=2)C2C=CC=CC=2)C=CC=CC=1. (2) Given the product [ClH:16].[OH:6][C:5]1[NH:14][N:13]=[C:3]([C:2]([F:12])([F:11])[F:1])[CH:4]=1, predict the reactants needed to synthesize it. The reactants are: [F:1][C:2]([F:12])([F:11])[C:3](=O)[CH2:4][C:5](OCC)=[O:6].[NH2:13][NH2:14].O.[ClH:16]. (3) Given the product [Cl:12][C:10]1[CH:11]=[C:2]([NH:1][CH:17]2[CH2:18][CH2:19][O:14][CH2:15][CH2:16]2)[C:3]([CH3:13])=[C:4]([CH:9]=1)[C:5]([O:7][CH3:8])=[O:6], predict the reactants needed to synthesize it. The reactants are: [NH2:1][C:2]1[C:3]([CH3:13])=[C:4]([CH:9]=[C:10]([Cl:12])[CH:11]=1)[C:5]([O:7][CH3:8])=[O:6].[O:14]1[CH2:19][CH2:18][C:17](=O)[CH2:16][CH2:15]1.C(O)(=O)C.C([BH3-])#N.[Na+]. (4) The reactants are: COC(C1C=C(O)C2C(=C(OCC3C=CC=CC=3)C=C(C#CCOCC3C=CC=CC=3)C=2)N=1)=O.[CH3:35][O:36][C:37]([C:39]1[CH:48]=[C:47]([C:49]#[C:50][CH2:51][NH:52][C:53]([O:55][C:56]([CH3:59])([CH3:58])[CH3:57])=[O:54])[C:46]2[C:41](=[C:42]([O:60]CC3C=CC=CC=3)[CH:43]=[CH:44][CH:45]=2)[N:40]=1)=[O:38]. Given the product [CH3:35][O:36][C:37]([C:39]1[CH:48]=[C:47]([CH2:49][CH2:50][CH2:51][NH:52][C:53]([O:55][C:56]([CH3:58])([CH3:57])[CH3:59])=[O:54])[C:46]2[C:41](=[C:42]([OH:60])[CH:43]=[CH:44][CH:45]=2)[N:40]=1)=[O:38], predict the reactants needed to synthesize it. (5) Given the product [OH:3][CH2:4][CH2:5][O:6][NH:7][C:8]([C:10]1[C:28]([NH:29][C:30]2[CH:35]=[CH:34][C:33]([I:36])=[CH:32][C:31]=2[Cl:37])=[C:27]([F:38])[C:13]2[N:14]=[CH:15][N:16]([CH2:17][CH2:18][CH2:19][CH2:20][N:21]3[CH2:26][CH2:25][O:24][CH2:23][CH2:22]3)[C:12]=2[CH:11]=1)=[O:9], predict the reactants needed to synthesize it. The reactants are: C([O:3][CH2:4][CH2:5][O:6][NH:7][C:8]([C:10]1[C:28]([NH:29][C:30]2[CH:35]=[CH:34][C:33]([I:36])=[CH:32][C:31]=2[Cl:37])=[C:27]([F:38])[C:13]2[N:14]=[CH:15][N:16]([CH2:17][CH2:18][CH2:19][CH2:20][N:21]3[CH2:26][CH2:25][O:24][CH2:23][CH2:22]3)[C:12]=2[CH:11]=1)=[O:9])=C.Cl. (6) Given the product [CH3:1][C:2]1[N:3]=[CH:4][N:5]([CH2:7][CH2:8][CH2:9][NH2:10])[CH:6]=1, predict the reactants needed to synthesize it. The reactants are: [CH3:1][C:2]1[N:3]=[CH:4][N:5]([CH2:7][CH2:8][CH2:9][N:10]2C(=O)C3C(=CC=CC=3)C2=O)[CH:6]=1.O.NN. (7) The reactants are: [Cl:1][C:2]1[S:3][C:4]2[CH:10]=[C:9]([O:11][CH3:12])[CH:8]=[CH:7][C:5]=2[N:6]=1.[CH:13]1([N:16]2[CH2:21][CH2:20][NH:19][CH2:18][CH2:17]2)[CH2:15][CH2:14]1. Given the product [ClH:1].[CH:13]1([N:16]2[CH2:21][CH2:20][N:19]([C:2]3[S:3][C:4]4[CH:10]=[C:9]([O:11][CH3:12])[CH:8]=[CH:7][C:5]=4[N:6]=3)[CH2:18][CH2:17]2)[CH2:15][CH2:14]1, predict the reactants needed to synthesize it.